This data is from NCI-60 drug combinations with 297,098 pairs across 59 cell lines. The task is: Regression. Given two drug SMILES strings and cell line genomic features, predict the synergy score measuring deviation from expected non-interaction effect. (1) Drug 1: CN(C)N=NC1=C(NC=N1)C(=O)N. Drug 2: C1=CN(C=N1)CC(O)(P(=O)(O)O)P(=O)(O)O. Cell line: NCI-H522. Synergy scores: CSS=4.72, Synergy_ZIP=-3.10, Synergy_Bliss=-1.35, Synergy_Loewe=-0.388, Synergy_HSA=-0.400. (2) Synergy scores: CSS=22.8, Synergy_ZIP=-3.95, Synergy_Bliss=4.03, Synergy_Loewe=-0.0927, Synergy_HSA=5.88. Drug 2: CC(C)NC(=O)C1=CC=C(C=C1)CNNC.Cl. Cell line: MDA-MB-231. Drug 1: CCN(CC)CCCC(C)NC1=C2C=C(C=CC2=NC3=C1C=CC(=C3)Cl)OC. (3) Drug 1: C1CC(=O)NC(=O)C1N2CC3=C(C2=O)C=CC=C3N. Drug 2: CC(C)NC(=O)C1=CC=C(C=C1)CNNC.Cl. Cell line: U251. Synergy scores: CSS=4.78, Synergy_ZIP=-2.88, Synergy_Bliss=0.231, Synergy_Loewe=-0.869, Synergy_HSA=-0.352. (4) Drug 1: COC1=CC(=CC(=C1O)OC)C2C3C(COC3=O)C(C4=CC5=C(C=C24)OCO5)OC6C(C(C7C(O6)COC(O7)C8=CC=CS8)O)O. Drug 2: CNC(=O)C1=NC=CC(=C1)OC2=CC=C(C=C2)NC(=O)NC3=CC(=C(C=C3)Cl)C(F)(F)F. Cell line: SF-539. Synergy scores: CSS=44.3, Synergy_ZIP=-6.52, Synergy_Bliss=-3.54, Synergy_Loewe=-17.9, Synergy_HSA=-1.25. (5) Drug 1: CN(C)N=NC1=C(NC=N1)C(=O)N. Drug 2: CN(C)C1=NC(=NC(=N1)N(C)C)N(C)C. Cell line: M14. Synergy scores: CSS=-8.15, Synergy_ZIP=4.04, Synergy_Bliss=-0.756, Synergy_Loewe=-5.04, Synergy_HSA=-5.51. (6) Drug 1: CC1=C(C=C(C=C1)NC2=NC=CC(=N2)N(C)C3=CC4=NN(C(=C4C=C3)C)C)S(=O)(=O)N.Cl. Drug 2: C1=CC(=CC=C1CCC2=CNC3=C2C(=O)NC(=N3)N)C(=O)NC(CCC(=O)O)C(=O)O. Cell line: HOP-92. Synergy scores: CSS=10.6, Synergy_ZIP=-2.29, Synergy_Bliss=1.34, Synergy_Loewe=-3.69, Synergy_HSA=2.51. (7) Drug 1: CCC1=C2CN3C(=CC4=C(C3=O)COC(=O)C4(CC)O)C2=NC5=C1C=C(C=C5)O. Drug 2: C1CN(P(=O)(OC1)NCCCl)CCCl. Cell line: NCIH23. Synergy scores: CSS=47.1, Synergy_ZIP=-0.713, Synergy_Bliss=-0.621, Synergy_Loewe=-43.1, Synergy_HSA=1.54. (8) Drug 1: C1CCN(CC1)CCOC2=CC=C(C=C2)C(=O)C3=C(SC4=C3C=CC(=C4)O)C5=CC=C(C=C5)O. Drug 2: CNC(=O)C1=CC=CC=C1SC2=CC3=C(C=C2)C(=NN3)C=CC4=CC=CC=N4. Cell line: MDA-MB-435. Synergy scores: CSS=1.13, Synergy_ZIP=9.22, Synergy_Bliss=11.9, Synergy_Loewe=-1.36, Synergy_HSA=1.02. (9) Drug 1: CCN(CC)CCCC(C)NC1=C2C=C(C=CC2=NC3=C1C=CC(=C3)Cl)OC. Drug 2: C1CN(CCN1C(=O)CCBr)C(=O)CCBr. Cell line: SR. Synergy scores: CSS=82.1, Synergy_ZIP=0.0363, Synergy_Bliss=-1.49, Synergy_Loewe=-3.82, Synergy_HSA=-0.786. (10) Drug 1: CCCCC(=O)OCC(=O)C1(CC(C2=C(C1)C(=C3C(=C2O)C(=O)C4=C(C3=O)C=CC=C4OC)O)OC5CC(C(C(O5)C)O)NC(=O)C(F)(F)F)O. Drug 2: CC1=C2C(C(=O)C3(C(CC4C(C3C(C(C2(C)C)(CC1OC(=O)C(C(C5=CC=CC=C5)NC(=O)OC(C)(C)C)O)O)OC(=O)C6=CC=CC=C6)(CO4)OC(=O)C)O)C)O. Cell line: SK-OV-3. Synergy scores: CSS=52.5, Synergy_ZIP=9.72, Synergy_Bliss=8.81, Synergy_Loewe=11.6, Synergy_HSA=10.1.